This data is from Forward reaction prediction with 1.9M reactions from USPTO patents (1976-2016). The task is: Predict the product of the given reaction. (1) Given the reactants [Br:1][C:2]1[C:7]([O:8][CH2:9][C:10]([OH:12])=[O:11])=[CH:6][CH:5]=[C:4]([C:13]([OH:15])=[O:14])[N:3]=1.[OH:16]O.O, predict the reaction product. The product is: [Br:1][C:2]1[C:7]([O:8][CH2:9][C:10]([OH:12])=[O:11])=[CH:6][CH:5]=[C:4]([C:13]([OH:15])=[O:14])[N+:3]=1[O-:16]. (2) Given the reactants [CH:1]([C:3]1[CH:4]=[C:5]([CH:35]=[CH:36][CH:37]=1)[CH2:6][N:7]([C@@H:25]1[C:34]2[C:29](=[CH:30][CH:31]=[CH:32][CH:33]=2)[CH2:28][CH2:27][CH2:26]1)[C:8]([C:10]1[CH:15]=[C:14]([C:16]([OH:18])=[O:17])[C:13]([C:19]([OH:21])=[O:20])=[CH:12][C:11]=1[C:22]([OH:24])=[O:23])=[O:9])=O.[O:38]1[CH2:43][CH2:42][CH2:41][CH2:40][CH:39]1[O:44][NH2:45], predict the reaction product. The product is: [C@@H:25]1([N:7]([CH2:6][C:5]2[CH:35]=[CH:36][CH:37]=[C:3]([CH:1]=[N:45][O:44][CH:39]3[CH2:40][CH2:41][CH2:42][CH2:43][O:38]3)[CH:4]=2)[C:8]([C:10]2[CH:15]=[C:14]([C:16]([OH:18])=[O:17])[C:13]([C:19]([OH:21])=[O:20])=[CH:12][C:11]=2[C:22]([OH:24])=[O:23])=[O:9])[C:34]2[C:29](=[CH:30][CH:31]=[CH:32][CH:33]=2)[CH2:28][CH2:27][CH2:26]1. (3) Given the reactants Cl[C:2]1[C:7]([N+:8]([O-])=O)=[CH:6][CH:5]=[CH:4][N:3]=1.[Cl:11][C:12]1[CH:18]=[C:17]([O:19][CH3:20])[C:16]([O:21][CH2:22][C:23]2[C:28]([O:29][CH3:30])=[CH:27][CH:26]=[C:25]([F:31])[C:24]=2[F:32])=[CH:15][C:13]=1[NH2:14].C(N(CC)C(C)C)(C)C.O, predict the reaction product. The product is: [NH2:8][C:7]1[C:2]([NH:14][C:13]2[CH:15]=[C:16]([O:21][CH2:22][C:23]3[C:28]([O:29][CH3:30])=[CH:27][CH:26]=[C:25]([F:31])[C:24]=3[F:32])[C:17]([O:19][CH3:20])=[CH:18][C:12]=2[Cl:11])=[N:3][CH:4]=[CH:5][CH:6]=1. (4) Given the reactants O=[C:2]1[CH2:7][CH2:6][N:5]([C:8]([O:10][C:11]([CH3:14])([CH3:13])[CH3:12])=[O:9])[CH2:4][CH:3]1[C:15]([O:17][CH2:18][CH3:19])=[O:16].[C:20]1([C@H:26]([NH2:28])[CH3:27])[CH:25]=[CH:24][CH:23]=[CH:22][CH:21]=1.CC1C=CC(S(O)(=O)=O)=CC=1, predict the reaction product. The product is: [C:20]1([C@H:26]([NH:28][C:2]2[CH2:7][CH2:6][N:5]([C:8]([O:10][C:11]([CH3:14])([CH3:13])[CH3:12])=[O:9])[CH2:4][C:3]=2[C:15]([O:17][CH2:18][CH3:19])=[O:16])[CH3:27])[CH:25]=[CH:24][CH:23]=[CH:22][CH:21]=1. (5) Given the reactants [C:1]([C:3]1[C:8]2[S:9][CH:10]=[CH:11][C:7]=2[C:6]([NH:12][C@H:13]([C@H:17]([OH:19])[CH3:18])[C:14]([OH:16])=O)=[CH:5][CH:4]=1)#[N:2].[C:20]([C:22]1[CH:31]=[CH:30][C:25]([C:26]([NH:28][NH2:29])=[O:27])=[CH:24][CH:23]=1)#[N:21].C1C=CC2N(O)N=NC=2C=1.C(Cl)CCl.CCN(CC)CC, predict the reaction product. The product is: [C:20]([C:22]1[CH:23]=[CH:24][C:25]([C:26]([NH:28][NH:29][C:14](=[O:16])[C@H:13]([NH:12][C:6]2[C:7]3[CH:11]=[CH:10][S:9][C:8]=3[C:3]([C:1]#[N:2])=[CH:4][CH:5]=2)[C@H:17]([OH:19])[CH3:18])=[O:27])=[CH:30][CH:31]=1)#[N:21]. (6) The product is: [O:61]=[C:60]1[CH2:62][CH2:63][C:64](=[O:65])[N:59]1[O:5][C:6](=[O:45])[C@@H:7]([NH:13][C:14](=[O:44])[CH2:15][CH2:16][C:17](=[O:43])[NH:18][CH2:19][CH2:20][O:21][CH2:22][CH2:23][O:24][CH2:25][CH2:26][NH:27][C:28](=[O:42])[CH2:29][CH2:30][CH2:31][CH2:32][CH2:33][CH2:34][C:35]([O:37][C:38]([CH3:39])([CH3:40])[CH3:41])=[O:36])[CH2:8][CH2:9][C:10]([O:12][C:38]([CH3:41])([CH3:40])[CH3:39])=[O:11]. Given the reactants C([O:5][C:6](=[O:45])[C@@H:7]([NH:13][C:14](=[O:44])[CH2:15][CH2:16][C:17](=[O:43])[NH:18][CH2:19][CH2:20][O:21][CH2:22][CH2:23][O:24][CH2:25][CH2:26][NH:27][C:28](=[O:42])[CH2:29][CH2:30][CH2:31][CH2:32][CH2:33][CH2:34][C:35]([O:37][C:38]([CH3:41])([CH3:40])[CH3:39])=[O:36])[CH2:8][CH2:9][C:10]([OH:12])=[O:11])(C)(C)C.[B-](F)(F)(F)F.CN(C(O[N:59]1[C:64](=[O:65])[CH2:63][CH2:62][C:60]1=[O:61])=[N+](C)C)C, predict the reaction product. (7) Given the reactants [F:1][C:2]1[CH:3]=[C:4]([B:10]2[O:14][C:13]([CH3:16])([CH3:15])[C:12]([CH3:18])([CH3:17])[O:11]2)[C:5]([CH3:9])=[C:6]([CH:8]=1)[NH2:7].[CH:19]1([C:22]2[CH:31]=[CH:30][C:25]([C:26](OC)=[O:27])=[C:24]([F:32])[CH:23]=2)[CH2:21][CH2:20]1.C[Si]([N-][Si](C)(C)C)(C)C.[Na+], predict the reaction product. The product is: [CH:19]1([C:22]2[CH:31]=[CH:30][C:25]([C:26]([NH:7][C:6]3[CH:8]=[C:2]([F:1])[CH:3]=[C:4]([B:10]4[O:14][C:13]([CH3:16])([CH3:15])[C:12]([CH3:18])([CH3:17])[O:11]4)[C:5]=3[CH3:9])=[O:27])=[C:24]([F:32])[CH:23]=2)[CH2:20][CH2:21]1.